This data is from Full USPTO retrosynthesis dataset with 1.9M reactions from patents (1976-2016). The task is: Predict the reactants needed to synthesize the given product. (1) Given the product [CH2:1]([O:8][C:9]([C:11]1[CH:20]=[C:19]([O:21][CH2:22][C:23]2[CH:28]=[CH:27][CH:26]=[CH:25][CH:24]=2)[C:18]2[C:13](=[C:14]([O:30][CH2:31][C:32]3[CH:37]=[CH:36][CH:35]=[CH:34][CH:33]=3)[CH:15]=[C:16]([C:41]3[CH:42]=[CH:43][CH:44]=[CH:45][C:40]=3[O:39][CH3:38])[CH:17]=2)[N:12]=1)=[O:10])[C:2]1[CH:7]=[CH:6][CH:5]=[CH:4][CH:3]=1, predict the reactants needed to synthesize it. The reactants are: [CH2:1]([O:8][C:9]([C:11]1[CH:20]=[C:19]([O:21][CH2:22][C:23]2[CH:28]=[CH:27][CH:26]=[CH:25][CH:24]=2)[C:18]2[C:13](=[C:14]([O:30][CH2:31][C:32]3[CH:37]=[CH:36][CH:35]=[CH:34][CH:33]=3)[CH:15]=[C:16](Br)[CH:17]=2)[N:12]=1)=[O:10])[C:2]1[CH:7]=[CH:6][CH:5]=[CH:4][CH:3]=1.[CH3:38][O:39][C:40]1[CH:45]=[CH:44][C:43](B(O)O)=[CH:42][CH:41]=1.COC1C=CC=CC=1B(O)O. (2) The reactants are: C(=O)([O-])[O-].[Cs+].[Cs+].[Br:7][C:8]1[CH:17]=[CH:16][C:11]2[NH:12][C:13](=[O:15])[S:14][C:10]=2[CH:9]=1.Cl[CH2:19][O:20][CH3:21]. Given the product [Br:7][C:8]1[CH:17]=[CH:16][C:11]2[N:12]([CH2:19][O:20][CH3:21])[C:13](=[O:15])[S:14][C:10]=2[CH:9]=1, predict the reactants needed to synthesize it. (3) Given the product [Al+3:20].[CH2:22]([P:24]([O-:26])[O-:25])[CH3:23].[CH2:29]([P:31]([O-:33])[O-:32])[CH3:30].[CH2:36]([P:38]([O-:40])[O-:39])[CH3:37].[Al+3:20], predict the reactants needed to synthesize it. The reactants are: O.[PH2]([O-])=O.[Na+].C=C.[NH4+].[NH4+].[O-]S(OOS([O-])(=O)=O)(=O)=O.[Al:20].[Al+3].[CH2:22]([P:24](CC)(=[O:26])[O-:25])[CH3:23].[CH2:29]([P:31](CC)(=[O:33])[O-:32])[CH3:30].[CH2:36]([P:38](CC)(=[O:40])[O-:39])[CH3:37]. (4) Given the product [C:1]([O:4][CH2:5][O:38][C:37]1[C:32]([C:31](=[O:41])[NH:30][C@H:18]2[CH2:17][O:16][CH2:15][C@H:14]([CH2:7][C:8]3[CH:9]=[CH:10][CH:11]=[CH:12][CH:13]=3)[C@@H:22]([O:23][CH2:24][CH:25]([CH3:26])[CH3:27])[C@H:21]([CH3:28])[O:20][C:19]2=[O:29])=[N:33][CH:34]=[CH:35][C:36]=1[O:39][CH3:40])(=[O:3])[CH3:2], predict the reactants needed to synthesize it. The reactants are: [C:1]([O:4][CH2:5]Br)(=[O:3])[CH3:2].[CH2:7]([C@@H:14]1[C@@H:22]([O:23][CH2:24][CH:25]([CH3:27])[CH3:26])[C@H:21]([CH3:28])[O:20][C:19](=[O:29])[C@@H:18]([NH:30][C:31](=[O:41])[C:32]2[C:37]([OH:38])=[C:36]([O:39][CH3:40])[CH:35]=[CH:34][N:33]=2)[CH2:17][O:16][CH2:15]1)[C:8]1[CH:13]=[CH:12][CH:11]=[CH:10][CH:9]=1.[I-].[Na+].C(=O)([O-])[O-].[Na+].[Na+]. (5) Given the product [CH2:1]([O:3][C:4]([C:6]1([C:9]2[CH:10]=[CH:11][C:12]([C:15]3[CH:20]=[CH:19][C:18]([C:21]4[S:22][C:23]([F:29])=[CH:24][C:25]=4[NH:34][C:37]([O:65][C@@H:63]([C:58]4[CH:59]=[CH:60][CH:61]=[CH:62][C:57]=4[F:56])[CH3:64])=[O:46])=[CH:17][C:16]=3[O:30][CH3:31])=[CH:13][CH:14]=2)[CH2:8][CH2:7]1)=[O:5])[CH3:2], predict the reactants needed to synthesize it. The reactants are: [CH2:1]([O:3][C:4]([C:6]1([C:9]2[CH:14]=[CH:13][C:12]([C:15]3[CH:20]=[CH:19][C:18]([C:21]4[S:22][C:23]([F:29])=[CH:24][C:25]=4C(O)=O)=[CH:17][C:16]=3[O:30][CH3:31])=[CH:11][CH:10]=2)[CH2:8][CH2:7]1)=[O:5])[CH3:2].C([N:34]([CH2:37]C)CC)C.C1(P(N=[N+]=[N-])(C2C=CC=CC=2)=[O:46])C=CC=CC=1.[F:56][C:57]1[CH:62]=[CH:61][CH:60]=[CH:59][C:58]=1[C@H:63]([OH:65])[CH3:64]. (6) Given the product [CH2:25]([N:22]([CH2:23][CH3:24])[C:21](=[O:27])[C:18]1[CH:19]=[CH:20][C:15]([C:14]([C:37]2[CH:36]=[CH:35][CH:34]=[C:33]3[C:38]=2[N:29]=[CH:30][CH:31]=[CH:32]3)=[C:11]2[CH2:12][CH2:13][NH:8][CH2:9][CH2:10]2)=[CH:16][CH:17]=1)[CH3:26], predict the reactants needed to synthesize it. The reactants are: C(OC([N:8]1[CH2:13][CH2:12][C:11](=[C:14](Br)[C:15]2[CH:20]=[CH:19][C:18]([C:21](=[O:27])[N:22]([CH2:25][CH3:26])[CH2:23][CH3:24])=[CH:17][CH:16]=2)[CH2:10][CH2:9]1)=O)(C)(C)C.[N:29]1[C:38]2[C:33](=[CH:34][CH:35]=[CH:36][C:37]=2B(O)O)[CH:32]=[CH:31][CH:30]=1.C([O-])([O-])=O.[Na+].[Na+].Cl. (7) Given the product [Br:1][C:2]1[N:6]2[CH:7]=[C:8]([CH:20]3[CH2:22][CH2:21]3)[C:9]([O:11][CH2:12][C:13]3([CH3:19])[CH2:18][CH2:17][N:16]([CH2:27][C:26]4[CH:25]=[C:24]([Cl:23])[CH:31]=[C:30]([Cl:32])[CH:29]=4)[CH2:15][CH2:14]3)=[CH:10][C:5]2=[N:4][N:3]=1, predict the reactants needed to synthesize it. The reactants are: [Br:1][C:2]1[N:6]2[CH:7]=[C:8]([CH:20]3[CH2:22][CH2:21]3)[C:9]([O:11][CH2:12][C:13]3([CH3:19])[CH2:18][CH2:17][NH:16][CH2:15][CH2:14]3)=[CH:10][C:5]2=[N:4][N:3]=1.[Cl:23][C:24]1[CH:25]=[C:26]([CH:29]=[C:30]([Cl:32])[CH:31]=1)[CH2:27]Cl.C(=O)([O-])[O-].[K+].[K+].[I-].[Na+].